From a dataset of Reaction yield outcomes from USPTO patents with 853,638 reactions. Predict the reaction yield, written as a fraction of the theoretical maximum amount of product (1.0 means a 100% yield; for example, 0.34 means a 34% yield). (1) The reactants are [CH3:1][C@@H:2]1[CH2:8][NH:7][CH2:6][C:5]2[CH:9]=[CH:10][C:11]([C:13]([O:15][CH3:16])=[O:14])=[CH:12][C:4]=2[O:3]1.[CH3:17][O:18][C:19]1[CH:24]=[CH:23][C:22]([S:25](Cl)(=[O:27])=[O:26])=[CH:21][CH:20]=1.CCN(CC)CC. The catalyst is C(Cl)Cl.CN(C)C1C=CN=CC=1. The product is [CH3:17][O:18][C:19]1[CH:20]=[CH:21][C:22]([S:25]([N:7]2[CH2:6][C:5]3[CH:9]=[CH:10][C:11]([C:13]([O:15][CH3:16])=[O:14])=[CH:12][C:4]=3[O:3][C@H:2]([CH3:1])[CH2:8]2)(=[O:27])=[O:26])=[CH:23][CH:24]=1. The yield is 0.450. (2) The catalyst is [Fe-3](C#N)(C#N)(C#N)(C#N)(C#N)C#N.[K+].[K+].[K+].C(OCC)(=O)C. The reactants are [C:1]([S-:9])(=[S:8])[C:2]1[CH:7]=[CH:6][CH:5]=[CH:4][CH:3]=1.[Na+].N([C:13]([C:20]#[N:21])([CH3:19])[CH2:14][CH2:15][C:16]([OH:18])=[O:17])=N[C:13]([C:20]#[N:21])([CH3:19])[CH2:14][CH2:15][C:16]([OH:18])=[O:17].C(SSC(=S)C1C=CC=CC=1)(=S)C1C=CC=CC=1. The yield is 0.750. The product is [C:1]([SH:9])(=[S:8])[C:2]1[CH:7]=[CH:6][CH:5]=[CH:4][CH:3]=1.[C:20]([CH:13]([CH3:19])[CH2:14][CH2:15][C:16]([OH:18])=[O:17])#[N:21]. (3) The reactants are C(O[C:5](=[O:7])[CH3:6])(=O)C.[NH2:8][C:9]1[CH:10]=[CH:11][C:12]([Cl:17])=[C:13]([CH:16]=1)[C:14]#[N:15].C1(C)C=CC=CC=1.O. The catalyst is CCOC(C)=O. The product is [Cl:17][C:12]1[CH:11]=[CH:10][C:9]([NH:8][C:5](=[O:7])[CH3:6])=[CH:16][C:13]=1[C:14]#[N:15]. The yield is 0.920. (4) The reactants are [N:1]1[CH:6]=[CH:5][CH:4]=[CH:3][C:2]=1[C:7]1[C:8]2[CH2:16][CH2:15][N:14](C(OC(C)(C)C)=O)[CH2:13][C:9]=2[N:10]=[CH:11][N:12]=1.C(O)(C(F)(F)F)=O. The catalyst is C(Cl)Cl. The product is [N:1]1[CH:6]=[CH:5][CH:4]=[CH:3][C:2]=1[C:7]1[C:8]2[CH2:16][CH2:15][NH:14][CH2:13][C:9]=2[N:10]=[CH:11][N:12]=1. The yield is 0.830. (5) The reactants are CC1C=C(N2CCN(CCOC3C=CC=CC=3)C2=O)SC=1C(O)=O.[F:25][C:26]1[CH:47]=[CH:46][C:29]([CH2:30][N:31]2[CH2:35][CH2:34][N:33]([C:36]3[S:40][C:39]([C:41]([OH:43])=O)=[C:38]([CH3:44])[CH:37]=3)[C:32]2=[O:45])=[CH:28][CH:27]=1.[CH3:48][C:49]1[N:50]=[CH:51][C:52]([CH2:55][NH2:56])=[N:53][CH:54]=1. No catalyst specified. The product is [F:25][C:26]1[CH:27]=[CH:28][C:29]([CH2:30][N:31]2[CH2:35][CH2:34][N:33]([C:36]3[S:40][C:39]([C:41]([NH:56][CH2:55][C:52]4[CH:51]=[N:50][C:49]([CH3:48])=[CH:54][N:53]=4)=[O:43])=[C:38]([CH3:44])[CH:37]=3)[C:32]2=[O:45])=[CH:46][CH:47]=1. The yield is 0.780. (6) The yield is 0.200. The reactants are [Cl:1][C:2]1[CH:3]=[CH:4][C:5]([O:23][CH3:24])=[C:6]([CH:22]=1)[C:7]([NH:9][CH2:10][CH2:11][CH:12]1[CH2:17][CH2:16][N:15]([S:18]([NH2:21])(=[O:20])=[O:19])[CH2:14][CH2:13]1)=[O:8].C(=O)([O-])[O-].[Cs+].[Cs+].[CH3:31][N:32]=[C:33]=[S:34]. The product is [Cl:1][C:2]1[CH:3]=[CH:4][C:5]([O:23][CH3:24])=[C:6]([CH:22]=1)[C:7]([NH:9][CH2:10][CH2:11][CH:12]1[CH2:17][CH2:16][N:15]([S:18]([NH:21][C:33]([NH:32][CH3:31])=[S:34])(=[O:20])=[O:19])[CH2:14][CH2:13]1)=[O:8]. The catalyst is CN1CCCC1=O. (7) The yield is 0.650. The product is [F:21][C:18]1[CH:19]=[CH:20][C:15]([C:12]2[C:13]3[C:8](=[N:7][N:6]([CH2:5][CH:4]=[O:3])[CH:14]=3)[N:9]=[C:10]([C:28]3[CH:33]=[CH:32][C:31]([F:34])=[CH:30][CH:29]=3)[C:11]=2[C:22]2[CH:27]=[CH:26][N:25]=[CH:24][CH:23]=2)=[CH:16][CH:17]=1. The reactants are C([O:3][CH:4](OCC)[CH2:5][N:6]1[CH:14]=[C:13]2[C:8]([N:9]=[C:10]([C:28]3[CH:33]=[CH:32][C:31]([F:34])=[CH:30][CH:29]=3)[C:11]([C:22]3[CH:27]=[CH:26][N:25]=[CH:24][CH:23]=3)=[C:12]2[C:15]2[CH:20]=[CH:19][C:18]([F:21])=[CH:17][CH:16]=2)=[N:7]1)C.Cl. No catalyst specified. (8) The product is [F:26][C:20]1[CH:21]=[C:22]([F:25])[CH:23]=[CH:24][C:19]=1[CH2:18][N:15]1[CH2:16][CH2:17][N:12]([C:3]2[N:4]=[C:5]3[CH:11]=[CH:10][N:9]=[CH:8][C:6]3=[N:7][C:2]=2[NH:31][CH:32]([CH3:34])[CH3:33])[CH2:13][CH2:14]1. The yield is 0.600. The catalyst is CS(C)=O.O. The reactants are Cl[C:2]1[N:7]=[C:6]2[CH:8]=[N:9][CH:10]=[CH:11][C:5]2=[N:4][C:3]=1[N:12]1[CH2:17][CH2:16][N:15]([CH2:18][C:19]2[CH:24]=[CH:23][C:22]([F:25])=[CH:21][C:20]=2[F:26])[CH2:14][CH2:13]1.[F-].[K+].CC[N:31](C(C)C)[CH:32]([CH3:34])[CH3:33].CC(N)C. (9) The reactants are [NH2:1][C@:2]12[CH2:45][CH2:44][C@@H:43]([C:46]([CH3:48])=[CH2:47])[C@@H:3]1[C@@H:4]1[C@@:17]([CH3:20])([CH2:18][CH2:19]2)[C@@:16]2([CH3:21])[C@@H:7]([C@:8]3([CH3:42])[C@@H:13]([CH2:14][CH2:15]2)[C:12]([CH3:23])([CH3:22])[C:11]([C:24]2[CH2:29][CH2:28][C@@:27]([CH2:40][F:41])([C:30]([O:32][CH2:33][C:34]4[CH:39]=[CH:38][CH:37]=[CH:36][CH:35]=4)=[O:31])[CH2:26][CH:25]=2)=[CH:10][CH2:9]3)[CH2:6][CH2:5]1.[Cl:49][CH2:50][CH:51]=O.C(=O)(O)[O-].[Na+]. The catalyst is CO.C(O)(=O)C. The product is [Cl:49][CH2:50][CH2:51][NH:1][C@:2]12[CH2:45][CH2:44][C@@H:43]([C:46]([CH3:48])=[CH2:47])[C@@H:3]1[C@@H:4]1[C@@:17]([CH3:20])([CH2:18][CH2:19]2)[C@@:16]2([CH3:21])[C@@H:7]([C@:8]3([CH3:42])[C@@H:13]([CH2:14][CH2:15]2)[C:12]([CH3:22])([CH3:23])[C:11]([C:24]2[CH2:29][CH2:28][C@@:27]([CH2:40][F:41])([C:30]([O:32][CH2:33][C:34]4[CH:35]=[CH:36][CH:37]=[CH:38][CH:39]=4)=[O:31])[CH2:26][CH:25]=2)=[CH:10][CH2:9]3)[CH2:6][CH2:5]1. The yield is 0.520.